Dataset: Forward reaction prediction with 1.9M reactions from USPTO patents (1976-2016). Task: Predict the product of the given reaction. (1) Given the reactants [C:9](O[C:9]([O:11][C:12]([CH3:15])([CH3:14])[CH3:13])=[O:10])([O:11][C:12]([CH3:15])([CH3:14])[CH3:13])=[O:10].[NH2:16][CH:17]([CH2:20][CH:21]([CH3:23])[CH3:22])[CH2:18][OH:19], predict the reaction product. The product is: [OH:19][CH2:18][CH:17]([NH:16][C:9](=[O:10])[O:11][C:12]([CH3:13])([CH3:14])[CH3:15])[CH2:20][CH:21]([CH3:23])[CH3:22]. (2) The product is: [C:1]([N:4]1[C:13]2[C:8](=[CH:9][C:10]([C:14]([NH2:29])=[O:15])=[CH:11][CH:12]=2)[C@H:7]([NH:17][C:18]2[N:23]=[C:22]([CH3:24])[CH:21]=[CH:20][N:19]=2)[C@@H:6]([CH3:25])[C@@H:5]1[CH2:26][CH3:27])(=[O:3])[CH3:2]. Given the reactants [C:1]([N:4]1[C:13]2[C:8](=[CH:9][C:10]([C:14](O)=[O:15])=[CH:11][CH:12]=2)[C@H:7]([NH:17][C:18]2[N:23]=[C:22]([CH3:24])[CH:21]=[CH:20][N:19]=2)[C@@H:6]([CH3:25])[C@@H:5]1[CH2:26][CH3:27])(=[O:3])[CH3:2].C[N:29](C(ON1N=NC2C=CC=NC1=2)=[N+](C)C)C.F[P-](F)(F)(F)(F)F.CCN(C(C)C)C(C)C.[Cl-].[NH4+], predict the reaction product. (3) The product is: [CH3:1][O:2][C:3](=[O:17])[C:4]1[CH:9]=[CH:8][C:7]([O:10][C@H:11]2[CH2:15][C@@H:14]([Cl:28])[CH:13]=[CH:12]2)=[CH:6][CH:5]=1. Given the reactants [CH3:1][O:2][C:3](=[O:17])[C:4]1[CH:9]=[CH:8][C:7]([O:10][CH:11]2[CH2:15][CH:14](O)[CH:13]=[CH:12]2)=[CH:6][CH:5]=1.S([Cl:28])(C1C=CC(C)=CC=1)(=O)=O.C(N(CC)CC)C, predict the reaction product. (4) Given the reactants [S:1]([O:8]S(C(F)(F)F)(=O)=O)([C:4]([F:7])([F:6])[F:5])(=[O:3])=[O:2].[CH2:16]([C:23]1[NH:24][C:25](=O)[C:26]2[CH2:32][CH2:31][N:30]([C:33]([O:35][C:36]([CH3:39])([CH3:38])[CH3:37])=[O:34])[CH2:29][CH2:28][C:27]=2[N:40]=1)[C:17]1[CH:22]=[CH:21][CH:20]=[CH:19][CH:18]=1.N1C=CC=CC=1, predict the reaction product. The product is: [CH2:16]([C:23]1[N:24]=[C:25]([O:8][S:1]([C:4]([F:7])([F:6])[F:5])(=[O:3])=[O:2])[C:26]2[CH2:32][CH2:31][N:30]([C:33]([O:35][C:36]([CH3:38])([CH3:37])[CH3:39])=[O:34])[CH2:29][CH2:28][C:27]=2[N:40]=1)[C:17]1[CH:18]=[CH:19][CH:20]=[CH:21][CH:22]=1. (5) Given the reactants [CH3:1][O:2][C:3]([NH:5][C@H:6]([C:20]([NH:22][CH2:23][CH2:24][CH:25]([F:46])[CH2:26][C@@H:27]([C:41]([O:43][CH2:44][CH3:45])=[O:42])[NH:28][S:29]([C:32]1[CH:37]=[CH:36][C:35]([N+:38]([O-:40])=[O:39])=[CH:34][CH:33]=1)(=[O:31])=[O:30])=[O:21])[CH:7]([C:14]1[CH:19]=[CH:18][CH:17]=[CH:16][CH:15]=1)[C:8]1[CH:13]=[CH:12][CH:11]=[CH:10][CH:9]=1)=[O:4].[CH3:47][CH:48](O)[CH3:49].C1C=CC(P(C2C=CC=CC=2)C2C=CC=CC=2)=CC=1.N(C(OC(C)C)=O)=NC(OC(C)C)=O, predict the reaction product. The product is: [CH3:1][O:2][C:3]([NH:5][C@H:6]([C:20]([NH:22][CH2:23][CH2:24][CH:25]([F:46])[CH2:26][C@@H:27]([C:41]([O:43][CH2:44][CH3:45])=[O:42])[N:28]([S:29]([C:32]1[CH:37]=[CH:36][C:35]([N+:38]([O-:40])=[O:39])=[CH:34][CH:33]=1)(=[O:31])=[O:30])[CH:48]([CH3:49])[CH3:47])=[O:21])[CH:7]([C:14]1[CH:15]=[CH:16][CH:17]=[CH:18][CH:19]=1)[C:8]1[CH:9]=[CH:10][CH:11]=[CH:12][CH:13]=1)=[O:4]. (6) Given the reactants [CH3:1][O:2][C:3](=[O:18])[C@@H:4]([O:15][CH2:16][CH3:17])[CH2:5][C:6]1[CH:11]=[CH:10][C:9]([OH:12])=[CH:8][C:7]=1[CH2:13][CH3:14].[C:19]([C:23]1[O:24][C:25]([CH3:30])=[C:26]([CH2:28]Cl)[N:27]=1)([CH3:22])([CH3:21])[CH3:20].C(=O)([O-])[O-].[Cs+].[Cs+].[I-].[K+], predict the reaction product. The product is: [CH3:1][O:2][C:3](=[O:18])[C@@H:4]([O:15][CH2:16][CH3:17])[CH2:5][C:6]1[CH:11]=[CH:10][C:9]([O:12][CH2:28][C:26]2[N:27]=[C:23]([C:19]([CH3:22])([CH3:21])[CH3:20])[O:24][C:25]=2[CH3:30])=[CH:8][C:7]=1[CH2:13][CH3:14].